From a dataset of Catalyst prediction with 721,799 reactions and 888 catalyst types from USPTO. Predict which catalyst facilitates the given reaction. (1) Reactant: [I:1][C:2]1[CH:7]=[CH:6][CH:5]=[CH:4][C:3]=1[CH2:8][C:9]([OH:11])=O.S(Cl)(Cl)=O.[NH2:16][C:17]1[N:22]=[C:21]([C:23]2[O:24][CH:25]=[CH:26][CH:27]=2)[C:20]([C:28]#[N:29])=[C:19]([S:30][CH3:31])[N:18]=1.N1C=CC=CC=1. Product: [C:28]([C:20]1[C:21]([C:23]2[O:24][CH:25]=[CH:26][CH:27]=2)=[N:22][C:17]([NH:16][C:9](=[O:11])[CH2:8][C:3]2[CH:4]=[CH:5][CH:6]=[CH:7][C:2]=2[I:1])=[N:18][C:19]=1[S:30][CH3:31])#[N:29]. The catalyst class is: 120. (2) Reactant: [Br:1][C:2]1[S:3][C:4]([C:8]([OH:10])=O)=[C:5]([CH3:7])[N:6]=1.C(N(C(C)C)CC)(C)C.F[P-](F)(F)(F)(F)F.N1(O[P+](N(C)C)(N(C)C)N(C)C)C2C=CC=CC=2N=N1.[F:47][C:48]1[CH:55]=[CH:54][C:51]([CH2:52][NH2:53])=[CH:50][CH:49]=1. Product: [F:47][C:48]1[CH:55]=[CH:54][C:51]([CH2:52][NH:53][C:8]([C:4]2[S:3][C:2]([Br:1])=[N:6][C:5]=2[CH3:7])=[O:10])=[CH:50][CH:49]=1. The catalyst class is: 4. (3) Reactant: [Cl:1][C:2]1[CH:3]=[C:4]([C@H:9]([CH2:21][CH:22]=O)[CH2:10][N:11]([CH3:20])[C:12](=[O:19])[C:13]2[CH:18]=[CH:17][CH:16]=[CH:15][CH:14]=2)[CH:5]=[CH:6][C:7]=1[Cl:8].[N:24]1([C:30]([C:32]2([N:38]3[CH2:43][CH2:42][CH2:41][CH2:40][CH2:39]3)[CH2:37][CH2:36][NH:35][CH2:34][CH2:33]2)=[O:31])[CH2:29][CH2:28][CH2:27][CH2:26][CH2:25]1.C1(N)C(F)=C(F)C(F)=C(N)C=1F.Cl.Cl.C(O)(=O)C.C(O[BH-](OC(=O)C)OC(=O)C)(=O)C.[Na+]. Product: [Cl:1][C:2]1[CH:3]=[C:4]([C@H:9]([CH2:21][CH2:22][N:35]2[CH2:36][CH2:37][C:32]([C:30]([N:24]3[CH2:25][CH2:26][CH2:27][CH2:28][CH2:29]3)=[O:31])([N:38]3[CH2:39][CH2:40][CH2:41][CH2:42][CH2:43]3)[CH2:33][CH2:34]2)[CH2:10][N:11]([CH3:20])[C:12](=[O:19])[C:13]2[CH:14]=[CH:15][CH:16]=[CH:17][CH:18]=2)[CH:5]=[CH:6][C:7]=1[Cl:8]. The catalyst class is: 124. (4) Reactant: Cl[C:2]1[C:7]([CH:8]=O)=[CH:6][CH:5]=[C:4]([Cl:10])[N:3]=1.[NH2:11][NH2:12]. Product: [Cl:10][C:4]1[N:3]=[C:2]2[NH:11][N:12]=[CH:8][C:7]2=[CH:6][CH:5]=1. The catalyst class is: 1. (5) Reactant: [Cl:1][C:2]1[CH:3]=[C:4]([C:9]2[CH:13]=[C:12]([CH:14]3[CH2:19][CH2:18][NH:17][CH2:16][CH2:15]3)[N:11]([CH2:20][C:21]3[CH:30]=[CH:29][C:24]([C:25]([O:27][CH3:28])=[O:26])=[CH:23][CH:22]=3)[N:10]=2)[CH:5]=[C:6]([Cl:8])[CH:7]=1.N1C=CC=CC=1.[C:37]1([S:43](Cl)(=[O:45])=[O:44])[CH:42]=[CH:41][CH:40]=[CH:39][CH:38]=1. Product: [Cl:1][C:2]1[CH:3]=[C:4]([C:9]2[CH:13]=[C:12]([CH:14]3[CH2:19][CH2:18][N:17]([S:43]([C:37]4[CH:42]=[CH:41][CH:40]=[CH:39][CH:38]=4)(=[O:45])=[O:44])[CH2:16][CH2:15]3)[N:11]([CH2:20][C:21]3[CH:30]=[CH:29][C:24]([C:25]([O:27][CH3:28])=[O:26])=[CH:23][CH:22]=3)[N:10]=2)[CH:5]=[C:6]([Cl:8])[CH:7]=1. The catalyst class is: 2. (6) Reactant: [F:1][C:2]1[CH:3]=[CH:4][C:5]([CH3:12])=[C:6]([CH:11]=1)[C:7]([O:9][CH3:10])=[O:8].C1C(=O)N([Br:20])C(=O)C1. Product: [Br:20][CH2:12][C:5]1[CH:4]=[CH:3][C:2]([F:1])=[CH:11][C:6]=1[C:7]([O:9][CH3:10])=[O:8]. The catalyst class is: 53.